Dataset: Experimentally validated miRNA-target interactions with 360,000+ pairs, plus equal number of negative samples. Task: Binary Classification. Given a miRNA mature sequence and a target amino acid sequence, predict their likelihood of interaction. (1) The miRNA is hsa-miR-6882-5p with sequence UACAAGUCAGGAGCUGAAGCAG. The protein sequence of the target gene is MELWAPQRLPQTRGKATAPSKDPDRGFRRDGHHRPVPHSWHNGERFHQWQDNRGSPQPQQEPRADHQQQPHYASRPGDWHQPVSGVDYYEGGYRNQLYSRPGYENSYQSYQSPTMREEYAYGSYYYHGHPQWLQEERVPRQRSPYIWHEDYREQKYLDEHHYENQHSPFGTNSETHFQSNSRNPCKDSPASNSGQEWPGELFPGSLLAEAQKNKPSLASESNLLQQRESGLSSSSYELSQYIRDAPERDDPPASAAWSPVQADVSSAGPKAPMKFYIPHVPVSFGPGGQLVHVGPSSPTD.... Result: 0 (no interaction). (2) The protein sequence of the target gene is MEEEGGGRSCGTTRELQKLKQQAMEYYRENDVPRRLEELLNSTFYLQPADVYGHLANCFSKLAKPPTICKIVGKDVLDGLGLPTLQVDIFCTIQNFPKNVCSVVISTHFEVHENALPELAKAEEAERASAVSTAVQWVNSTITHELQGMAPSDQAEVDHLLRIFFASKVQEDKGRKELEKSLEYSTVPTPLPPVPPPPPPPPPTKKKGQKPGRKDTITEKPIAPAEPVEPVLSGSMAIGAVSLAVAKACAMLLNKPLYLNIALLKHNQEQPTTLSMPLLMVSLVSCGKSSSGKLNLMKEV.... Result: 0 (no interaction). The miRNA is hsa-miR-26a-1-3p with sequence CCUAUUCUUGGUUACUUGCACG. (3) The miRNA is hsa-miR-182-5p with sequence UUUGGCAAUGGUAGAACUCACACU. The protein sequence of the target gene is MRLNIAIFFGALFGALGVLLFLVAFGSDYWLLATEVGRCSGEKNIENVTFHHEGFFWRCWFNGIVEENDSNIWKFWYTNQPPSKNCTHAYLSPYPFMRGEHNSTSYDSAVIYRGFWAVLMLLGVVAVVIASFLIICAAPFASHFLYKAGGGSYIAAGILFSLVVMLYVIWVQAVADMESYRNMKMKDCLDFTPSVLYGWSFFLAPAGIFFSLLAGLLFLVVGWHIQIHH. Result: 1 (interaction). (4) The miRNA is hsa-miR-3622a-3p with sequence UCACCUGACCUCCCAUGCCUGU. The protein sequence of the target gene is MPRKKAAAAAWEEPSSGNGTARAGPRKRGGPAGRKRERPERCSSSSGGGSSGDEDGLELDGAPGGGKRAARPATAGKAGGAAVVITEPEHTKERVKLEGSKCKGQLLIFGATNWDLIGRKEVPKQQAAYRNLGQNLWGPHRYGCLAGVRVRTVVSGSCAAHSLLITTEGKLWSWGRNEKGQLGHGDTKRVEAPRLIEGLSHEVIVSAACGRNHTLALTETGSVFAFGENKMGQLGLGNQTDAVPSPAQIMYNGQPITKMACGAEFSMIMDCKGNLYSFGCPEYGQLGHNSDGKFIARAQR.... Result: 1 (interaction). (5) The miRNA is hsa-miR-6749-3p with sequence CUCCUCCCCUGCCUGGCCCAG. The protein sequence of the target gene is MFWKFDLHTSSHLDTLLEREDLSLPELLDEEDVLQECKVVNRKLLDFLLQPPHLQAMVAWVTQEPPDSGEERLRYKYPSVACEILTSDVPQINDALGADESLLNRLYGFLQSTGSLNPLLASFFSKVMGILINRKTDQLVSFLRKKDDFVDLLLQHIGTSAIMDLLLRLLTCVERPQLRQDVVNWLNEEKIVQRLIEQIHPSKDENQHSNASQSLCDIIRLSREQMIQVQDSPEPDQLLATLEKQETIEQLLSNMFEGEQSQSVIVSGIQVLLTLLEPRRPRSESVTVNSFFSSVDGQLE.... Result: 1 (interaction). (6) The miRNA is hsa-miR-324-5p with sequence CGCAUCCCCUAGGGCAUUGGUG. The protein sequence of the target gene is MKPKLMYQELKVPAEEPANELPMNEIEAWKAAEKKARWVLLVLILAVVGFGALMTQLFLWEYGDLHLFGPNQRPAPCYDPCEAVLVESIPEGLDFPNASTGNPSTSQAWLGLLAGAHSSLDIASFYWTLTNNDTHTQEPSAQQGEEVLRQLQTLAPKGVNVRIAVSKPSGPQPQADLQALLQSGAQVRMVDMQKLTHGVLHTKFWVVDQTHFYLGSANMDWRSLTQVKELGVVMYNCSCLARDLTKIFEAYWFLGQAGSSIPSTWPRFYDTRYNQETPMEICLNGTPALAYLASAPPPLC.... Result: 0 (no interaction).